This data is from Forward reaction prediction with 1.9M reactions from USPTO patents (1976-2016). The task is: Predict the product of the given reaction. Given the reactants [F:1][C:2]1[CH:25]=[C:24]([N+:26]([O-:28])=[O:27])[CH:23]=[CH:22][C:3]=1[O:4][C:5]1[CH:10]=[CH:9][N:8]=[C:7]2[CH:11]=[C:12]([C:14]3[CH:15]=[C:16]([OH:21])[C:17]([OH:20])=[CH:18][CH:19]=3)[S:13][C:6]=12.Br[CH2:30][CH2:31][CH2:32][Cl:33].C(=O)([O-])[O-].[Cs+].[Cs+], predict the reaction product. The product is: [Cl:33][CH2:32][CH2:31][CH2:30][O:21][C:16]1[CH:15]=[C:14]([C:12]2[S:13][C:6]3[C:7](=[N:8][CH:9]=[CH:10][C:5]=3[O:4][C:3]3[CH:22]=[CH:23][C:24]([N+:26]([O-:28])=[O:27])=[CH:25][C:2]=3[F:1])[CH:11]=2)[CH:19]=[CH:18][C:17]=1[O:20][CH2:30][CH2:31][CH2:32][Cl:33].